The task is: Predict the reactants needed to synthesize the given product.. This data is from Full USPTO retrosynthesis dataset with 1.9M reactions from patents (1976-2016). (1) The reactants are: [NH2:1][C:2]1[S:3][C:4]([CH3:17])=[C:5]([C:9]2[CH:14]=[CH:13][CH:12]=[C:11]([O:15][CH3:16])[CH:10]=2)[C:6]=1[C:7]#[N:8].[C:18](OC)(=[O:24])[CH2:19][C:20]([O:22][CH3:23])=[O:21].Cl[Sn](Cl)(Cl)Cl. Given the product [NH2:8][C:7]1[C:6]2[C:5]([C:9]3[CH:14]=[CH:13][CH:12]=[C:11]([O:15][CH3:16])[CH:10]=3)=[C:4]([CH3:17])[S:3][C:2]=2[NH:1][C:18](=[O:24])[C:19]=1[C:20]([O:22][CH3:23])=[O:21], predict the reactants needed to synthesize it. (2) The reactants are: Br[C:2]1[C:3]2[N:4]([N:8]=[C:9]([Cl:11])[N:10]=2)[CH:5]=[CH:6][CH:7]=1.[CH3:12][S:13]([C:16]1[CH:21]=[CH:20][CH:19]=[CH:18][C:17]=1[NH2:22])(=[O:15])=[O:14].Cl.CC1(C)C2C=CC=C(P(C3C=CC=CC=3)C3C=CC=CC=3)C=2OC2C1=CC=CC=2P(C1C=CC=CC=1)C1C=CC=CC=1. Given the product [Cl:11][C:9]1[N:10]=[C:3]2[C:2]([NH:22][C:17]3[CH:18]=[CH:19][CH:20]=[CH:21][C:16]=3[S:13]([CH3:12])(=[O:15])=[O:14])=[CH:7][CH:6]=[CH:5][N:4]2[N:8]=1, predict the reactants needed to synthesize it. (3) Given the product [CH3:26][S:23]([C:20]1[CH:21]=[CH:22][C:16]2[O:15][CH2:14][CH:13]([CH2:12][NH:29][CH2:27][CH3:28])[O:18][C:17]=2[CH:19]=1)(=[O:24])=[O:25], predict the reactants needed to synthesize it. The reactants are: CC1C=CC(S(O[CH2:12][CH:13]2[O:18][C:17]3[CH:19]=[C:20]([S:23]([CH3:26])(=[O:25])=[O:24])[CH:21]=[CH:22][C:16]=3[O:15][CH2:14]2)(=O)=O)=CC=1.[CH2:27]([NH2:29])[CH3:28].